Regression/Classification. Given a drug SMILES string, predict its absorption, distribution, metabolism, or excretion properties. Task type varies by dataset: regression for continuous measurements (e.g., permeability, clearance, half-life) or binary classification for categorical outcomes (e.g., BBB penetration, CYP inhibition). Dataset: cyp1a2_veith. From a dataset of CYP1A2 inhibition data for predicting drug metabolism from PubChem BioAssay. The compound is CCOC(=O)c1cc(C(=O)OCC)cc(-n2cc(O)c(C(=O)OCC)n2)c1. The result is 1 (inhibitor).